Predict the product of the given reaction. From a dataset of Forward reaction prediction with 1.9M reactions from USPTO patents (1976-2016). (1) Given the reactants CO[C:3](=[O:19])[C:4]1[CH:9]=[C:8]([C:10](=[O:13])[CH2:11][CH3:12])[C:7]([C:14]([F:17])([F:16])[F:15])=[CH:6][C:5]=1C.CC[N:22]([CH2:25]C)CC.[CH3:27][S:28]([NH:31][NH2:32])(=[O:30])=[O:29].[OH-:33].[Na+].Cl, predict the reaction product. The product is: [O:33]=[C:25]1[N:32]([NH:31][S:28]([CH3:27])(=[O:30])=[O:29])[C:3](=[O:19])[C:4]2[C:5](=[CH:6][C:7]([C:14]([F:15])([F:16])[F:17])=[C:8]([C:10](=[O:13])[CH2:11][CH3:12])[CH:9]=2)[NH:22]1. (2) Given the reactants [CH2:1]1[CH2:6][CH2:5][CH2:4][CH2:3][CH2:2]1.[CH3:7][CH2:8][CH2:9][CH2:10][CH2:11][CH2:12][CH2:13][CH2:14][CH2:15][C:16]1[CH:17]=[CH:18][C:19](O)=[CH:20][CH:21]=1.[OH-:23].[K+].[CH2:25]([CH:27]1[O:29][CH2:28]1)Cl.[OH2:30], predict the reaction product. The product is: [CH2:7]([C:1]1[CH:6]=[CH:5][CH:4]=[CH:3][C:2]=1[O:23][CH2:28][CH:27]([OH:29])[CH2:25][O:30][C:21]1[CH:20]=[CH:19][CH:18]=[CH:17][C:16]=1[CH2:15][CH2:14][CH2:13][CH2:12][CH2:11][CH2:10][CH2:9][CH2:8][CH3:7])[CH2:8][CH2:9][CH2:10][CH2:11][CH2:12][CH2:13][CH2:14][CH3:15]. (3) Given the reactants [C:1]([CH2:4][C:5]1[CH:39]=[CH:38][C:8]([CH2:9][CH2:10][CH2:11][NH:12][C:13]2[CH:18]=[C:17]([O:19][CH3:20])[CH:16]=[CH:15][C:14]=2[C@@H:21]2[CH2:30][CH2:29][C:28]3[CH:27]=[C:26]([O:31]C(=O)C(C)(C)C)[CH:25]=[CH:24][C:23]=3[CH2:22]2)=[CH:7][CH:6]=1)(O)=O.[CH3:40][C:41]1([CH3:47])[CH2:46][CH2:45][CH2:44][NH:43][CH2:42]1, predict the reaction product. The product is: [CH3:40][C:41]1([CH3:47])[CH2:46][CH2:45][CH2:44][N:43]([CH2:1][CH2:4][C:5]2[CH:6]=[CH:7][C:8]([CH2:9][CH2:10][CH2:11][NH:12][C:13]3[CH:18]=[C:17]([O:19][CH3:20])[CH:16]=[CH:15][C:14]=3[C@@H:21]3[CH2:30][CH2:29][C:28]4[CH:27]=[C:26]([OH:31])[CH:25]=[CH:24][C:23]=4[CH2:22]3)=[CH:38][CH:39]=2)[CH2:42]1. (4) Given the reactants [CH3:1][CH:2]([CH3:38])[CH2:3][CH:4]([NH:6][C:7]([C:9]1[CH:37]=[CH:36][C:12]2[N:13]([CH2:16][C:17]3[CH:22]=[CH:21][C:20]([C:23]4[C:24]([C:29]([O:31]C(C)(C)C)=[O:30])=[CH:25][CH:26]=[CH:27][CH:28]=4)=[CH:19][CH:18]=3)[CH:14]=[N:15][C:11]=2[CH:10]=1)=[O:8])[CH3:5].C(O)(C(F)(F)F)=O, predict the reaction product. The product is: [CH3:1][CH:2]([CH3:38])[CH2:3][CH:4]([NH:6][C:7]([C:9]1[CH:37]=[CH:36][C:12]2[N:13]([CH2:16][C:17]3[CH:22]=[CH:21][C:20]([C:23]4[C:24]([C:29]([OH:31])=[O:30])=[CH:25][CH:26]=[CH:27][CH:28]=4)=[CH:19][CH:18]=3)[CH:14]=[N:15][C:11]=2[CH:10]=1)=[O:8])[CH3:5]. (5) The product is: [Br:1][C:2]1[CH:8]=[CH:7][CH:6]=[CH:5][C:3]=1[NH:4][C:29]([C:19]1[CH:18]=[C:17]([Cl:16])[N:22]=[C:21]([C:23]2[CH:24]=[CH:25][CH:26]=[CH:27][CH:28]=2)[N:20]=1)=[O:30]. Given the reactants [Br:1][C:2]1[CH:8]=[CH:7][CH:6]=[CH:5][C:3]=1[NH2:4].C(N(CC)CC)C.[Cl:16][C:17]1[N:22]=[C:21]([C:23]2[CH:28]=[CH:27][CH:26]=[CH:25][CH:24]=2)[N:20]=[C:19]([C:29](Cl)=[O:30])[CH:18]=1, predict the reaction product. (6) Given the reactants [N:1]1[C:8]([Cl:9])=[N:7][C:5](Cl)=[N:4][C:2]=1[Cl:3].CCN(C(C)C)C(C)C.[OH:19][CH2:20][C:21]1([C:24]#[N:25])[CH2:23][CH2:22]1.CCOC(C)=O, predict the reaction product. The product is: [Cl:9][C:8]1[N:1]=[C:2]([Cl:3])[N:4]=[C:5]([O:19][CH2:20][C:21]2([C:24]#[N:25])[CH2:23][CH2:22]2)[N:7]=1. (7) Given the reactants [H][H].[NH3:3].[CH2:4]([O:11][C:12]1[N:20]=[C:19]2[C:15]([N:16]=[CH:17][N:18]2[C@@H:21]2[O:33][C@H:32]([CH2:34][O:35]C(=O)C)[C@@H:27]([O:28]C(=O)C)[C@H:22]2[O:23]C(=O)C)=[C:14](Cl)[N:13]=1)[C:5]1[CH:10]=[CH:9][CH:8]=[CH:7][CH:6]=1, predict the reaction product. The product is: [CH2:4]([O:11][C:12]1[N:13]=[C:14]([NH2:3])[C:15]2[N:16]=[CH:17][N:18]([C:19]=2[N:20]=1)[C@@H:21]1[O:33][C@H:32]([CH2:34][OH:35])[C@@H:27]([OH:28])[C@H:22]1[OH:23])[C:5]1[CH:6]=[CH:7][CH:8]=[CH:9][CH:10]=1. (8) Given the reactants C1(N)C(F)=C(F)C(F)=C(N)C=1F.Cl.Cl.[NH:15]1[CH2:20][CH2:19][CH:18]([N:21]2[CH2:25][CH2:24][N:23]([CH2:26][CH2:27][CH2:28][N:29]3[CH2:34][CH2:33][CH2:32][CH2:31][CH2:30]3)[C:22]2=[C:35]([C:38]#[N:39])[C:36]#[N:37])[CH2:17][CH2:16]1.C(N(CC)CC)C.[C:47](O[C:47]([O:49][C:50]([CH3:53])([CH3:52])[CH3:51])=[O:48])([O:49][C:50]([CH3:53])([CH3:52])[CH3:51])=[O:48], predict the reaction product. The product is: [C:50]([O:49][C:47]([N:15]1[CH2:20][CH2:19][CH:18]([N:21]2[CH2:25][CH2:24][N:23]([CH2:26][CH2:27][CH2:28][N:29]3[CH2:34][CH2:33][CH2:32][CH2:31][CH2:30]3)[C:22]2=[C:35]([C:36]#[N:37])[C:38]#[N:39])[CH2:17][CH2:16]1)=[O:48])([CH3:53])([CH3:52])[CH3:51]. (9) Given the reactants Cl[CH2:2][C:3]1[CH:8]=[CH:7][CH:6]=[CH:5][N:4]=1.[OH:9][CH2:10][C:11]([NH:13][CH2:14][C@H:15]([O:17][C:18]1[CH:27]=[CH:26][CH:25]=[C:24]2[C:19]=1[C:20]([NH:28][C:29]1[CH:34]=[CH:33][C:32]([OH:35])=[C:31]([CH3:36])[CH:30]=1)=[N:21][CH:22]=[N:23]2)[CH3:16])=[O:12], predict the reaction product. The product is: [OH:9][CH2:10][C:11]([NH:13][CH2:14][C@H:15]([O:17][C:18]1[CH:27]=[CH:26][CH:25]=[C:24]2[C:19]=1[C:20]([NH:28][C:29]1[CH:34]=[CH:33][C:32]([O:35][CH2:2][C:3]3[CH:8]=[CH:7][CH:6]=[CH:5][N:4]=3)=[C:31]([CH3:36])[CH:30]=1)=[N:21][CH:22]=[N:23]2)[CH3:16])=[O:12]. (10) The product is: [O:8]([C:5]1[N:4]=[N:3][C:2]([C:23]#[C:22][C:24]2[CH:33]=[CH:32][C:27]([O:28][CH2:29][CH2:30][OH:31])=[CH:26][CH:25]=2)=[CH:7][CH:6]=1)[C:9]1[CH:14]=[CH:13][CH:12]=[CH:11][CH:10]=1. Given the reactants I[C:2]1[N:3]=[N:4][C:5]([O:8][C:9]2[CH:14]=[CH:13][CH:12]=[CH:11][CH:10]=2)=[CH:6][CH:7]=1.C(NC(C)C)(C)C.[C:22]([C:24]1[CH:33]=[CH:32][C:27]([O:28][CH2:29][CH2:30][OH:31])=[CH:26][CH:25]=1)#[CH:23], predict the reaction product.